Task: Predict the reactants needed to synthesize the given product.. Dataset: Full USPTO retrosynthesis dataset with 1.9M reactions from patents (1976-2016) (1) Given the product [CH2:1]([O:3][C:4](=[O:35])[CH2:5][C:6]1[CH:11]=[CH:10][CH:9]=[C:8]([O:12][C:13]2[CH:18]=[CH:17][C:16]([NH:19][C:43](=[O:45])[CH3:44])=[CH:15][C:14]=2[CH2:20][N:21]([C:31]([O:33][CH3:34])=[O:32])[C@@H:22]([CH3:30])[CH2:23][C:24]2[CH:25]=[CH:26][CH:27]=[CH:28][CH:29]=2)[CH:7]=1)[CH3:2], predict the reactants needed to synthesize it. The reactants are: [CH2:1]([O:3][C:4](=[O:35])[CH2:5][C:6]1[CH:11]=[CH:10][CH:9]=[C:8]([O:12][C:13]2[CH:18]=[CH:17][C:16]([NH2:19])=[CH:15][C:14]=2[CH2:20][N:21]([C:31]([O:33][CH3:34])=[O:32])[C@@H:22]([CH3:30])[CH2:23][C:24]2[CH:29]=[CH:28][CH:27]=[CH:26][CH:25]=2)[CH:7]=1)[CH3:2].C(N(CC)CC)C.[C:43](Cl)(=[O:45])[CH3:44].O. (2) Given the product [CH3:28][C:23]1([CH3:29])[C:24]([CH3:27])([CH3:26])[O:25][B:21]([C:2]2[CH:7]=[CH:6][N:5]=[C:4]3[N:8]([S:11]([C:14]4[CH:20]=[CH:19][C:17]([CH3:18])=[CH:16][CH:15]=4)(=[O:13])=[O:12])[CH:9]=[CH:10][C:3]=23)[O:22]1, predict the reactants needed to synthesize it. The reactants are: Br[C:2]1[CH:7]=[CH:6][N:5]=[C:4]2[N:8]([S:11]([C:14]3[CH:20]=[CH:19][C:17]([CH3:18])=[CH:16][CH:15]=3)(=[O:13])=[O:12])[CH:9]=[CH:10][C:3]=12.[B:21]1([B:21]2[O:25][C:24]([CH3:27])([CH3:26])[C:23]([CH3:29])([CH3:28])[O:22]2)[O:25][C:24]([CH3:27])([CH3:26])[C:23]([CH3:29])([CH3:28])[O:22]1.C([O-])(=O)C.[K+].[OH-].[Na+]. (3) Given the product [NH2:9][C@H:8]1[C@H:2]([F:1])[CH2:3][O:4][C@H:5]([C:17]2[N:21]([CH3:22])[N:20]=[CH:19][C:18]=2[NH:23][C:50](=[O:51])[C:48]2[CH:47]=[CH:46][C:45]([F:53])=[C:44]([C:40]3[C:41]([F:43])=[CH:42][C:37]([O:36][CH2:35][CH2:34][OH:33])=[CH:38][C:39]=3[F:54])[N:49]=2)[CH2:6][CH2:7]1, predict the reactants needed to synthesize it. The reactants are: [F:1][C@H:2]1[C@H:8]([NH:9]C(=O)OC(C)(C)C)[CH2:7][CH2:6][C@@H:5]([C:17]2[N:21]([CH3:22])[N:20]=[CH:19][C:18]=2[N+:23]([O-])=O)[O:4][CH2:3]1.[Si]([O:33][CH2:34][CH2:35][O:36][C:37]1[CH:42]=[C:41]([F:43])[C:40]([C:44]2[N:49]=[C:48]([C:50](O)=[O:51])[CH:47]=[CH:46][C:45]=2[F:53])=[C:39]([F:54])[CH:38]=1)(C(C)(C)C)(C)C.